Dataset: Reaction yield outcomes from USPTO patents with 853,638 reactions. Task: Predict the reaction yield, written as a fraction of the theoretical maximum amount of product (1.0 means a 100% yield; for example, 0.34 means a 34% yield). The reactants are P([O-])(OCC)(SCC)=[S:2].[Cl:10][C:11]1[CH:16]=[CH:15][C:14]([C@@H:17]2[O:23][CH2:22][CH2:21][N:20]([C:24]([O:26][C:27]([CH3:30])([CH3:29])[CH3:28])=[O:25])[CH2:19][C@H:18]2[CH2:31][N:32]2[CH:37]=[CH:36][CH:35]=[C:34]([C:38]#[N:39])[C:33]2=[O:40])=[CH:13][C:12]=1[F:41].C(OC(OC(C)(C)C)=O)(OC(C)(C)C)=O.O. The catalyst is C(OCC)(=O)C.Cl.C(=O)([O-])O.[Na+].C(OCC)(=O)C. The product is [C:38]([C:34]1[C:33](=[O:40])[N:32]([CH2:31][C@H:18]2[C@H:17]([C:14]3[CH:15]=[CH:16][C:11]([Cl:10])=[C:12]([F:41])[CH:13]=3)[O:23][CH2:22][CH2:21][N:20]([C:24]([O:26][C:27]([CH3:28])([CH3:29])[CH3:30])=[O:25])[CH2:19]2)[CH:37]=[CH:36][CH:35]=1)(=[S:2])[NH2:39]. The yield is 0.602.